Dataset: Full USPTO retrosynthesis dataset with 1.9M reactions from patents (1976-2016). Task: Predict the reactants needed to synthesize the given product. (1) Given the product [CH2:1]([NH:8][C:9]([C:11]1[C:12](=[O:22])[N:13]([CH2:18][CH2:19][CH2:20][CH3:21])[CH:14]=[C:15]([C:30]#[C:29][C:23]2[CH:28]=[CH:27][CH:26]=[CH:25][CH:24]=2)[CH:16]=1)=[O:10])[C:2]1[CH:7]=[CH:6][CH:5]=[CH:4][CH:3]=1, predict the reactants needed to synthesize it. The reactants are: [CH2:1]([NH:8][C:9]([C:11]1[C:12](=[O:22])[N:13]([CH2:18][CH2:19][CH2:20][CH3:21])[CH:14]=[C:15](I)[CH:16]=1)=[O:10])[C:2]1[CH:7]=[CH:6][CH:5]=[CH:4][CH:3]=1.[C:23]1([C:29]#[CH:30])[CH:28]=[CH:27][CH:26]=[CH:25][CH:24]=1.C(N(CC)CC)C.[Cl-].[NH4+]. (2) Given the product [CH3:1][C:2]1[C:3]([CH2:24][N:27]2[CH2:30][CH:29]([OH:31])[CH2:28]2)=[CH:4][N:5]([C:7]2[CH:12]=[CH:11][N:10]=[C:9]([NH:13][C:14]3[CH:15]=[C:16]4[C:20](=[CH:21][CH:22]=3)[N:19]([CH3:23])[N:18]=[CH:17]4)[N:8]=2)[CH:6]=1, predict the reactants needed to synthesize it. The reactants are: [CH3:1][C:2]1[C:3]([CH:24]=O)=[CH:4][N:5]([C:7]2[CH:12]=[CH:11][N:10]=[C:9]([NH:13][C:14]3[CH:15]=[C:16]4[C:20](=[CH:21][CH:22]=3)[N:19]([CH3:23])[N:18]=[CH:17]4)[N:8]=2)[CH:6]=1.Cl.[NH:27]1[CH2:30][CH:29]([OH:31])[CH2:28]1.C(N(CC)CC)C.[BH-](OC(C)=O)(OC(C)=O)OC(C)=O.[Na+]. (3) Given the product [CH2:14]([O:13][C:11]([C:10]1[C:9]([CH3:16])=[N:8][N:7]2[C:2]([O:1][CH2:24][CH:18]3[CH2:23][CH2:22][CH2:21][CH2:20][CH2:19]3)=[CH:3][C:4]([CH3:17])=[CH:5][C:6]=12)=[O:12])[CH3:15], predict the reactants needed to synthesize it. The reactants are: [OH:1][C:2]1[N:7]2[N:8]=[C:9]([CH3:16])[C:10]([C:11]([O:13][CH2:14][CH3:15])=[O:12])=[C:6]2[CH:5]=[C:4]([CH3:17])[CH:3]=1.[CH:18]1([CH2:24]O)[CH2:23][CH2:22][CH2:21][CH2:20][CH2:19]1.C1(P(C2C=CC=CC=2)C2C=CC=CC=2)C=CC=CC=1.N(C(OCC)=O)=NC(OCC)=O. (4) Given the product [N:1]([CH:4]([C:6]1[N:7]=[C:8]2[S:16][CH:15]=[C:14]([CH3:17])[N:9]2[C:10](=[O:13])[C:11]=1[C:23]1[CH:22]=[CH:21][CH:20]=[C:19]([Cl:18])[CH:24]=1)[CH3:5])=[N+:2]=[N-:3], predict the reactants needed to synthesize it. The reactants are: [N:1]([CH:4]([C:6]1[N:7]=[C:8]2[S:16][CH:15]=[C:14]([CH3:17])[N:9]2[C:10](=[O:13])[C:11]=1Br)[CH3:5])=[N+:2]=[N-:3].[Cl:18][C:19]1[CH:20]=[C:21](B(O)O)[CH:22]=[CH:23][CH:24]=1.C(=O)([O-])[O-].[Na+].[Na+].O. (5) Given the product [F:1][C:2]1[CH:10]=[CH:9][C:8]([F:11])=[C:7]2[C:3]=1[C:4]([CH2:12][CH2:13][NH:14][CH2:22][C:21]1[CH:24]=[CH:25][CH:26]=[C:19]([O:18][CH2:17][C:16]([F:15])([F:27])[F:28])[CH:20]=1)=[CH:5][NH:6]2, predict the reactants needed to synthesize it. The reactants are: [F:1][C:2]1[CH:10]=[CH:9][C:8]([F:11])=[C:7]2[C:3]=1[C:4]([CH2:12][CH2:13][NH2:14])=[CH:5][NH:6]2.[F:15][C:16]([F:28])([F:27])[CH2:17][O:18][C:19]1[CH:20]=[C:21]([CH:24]=[CH:25][CH:26]=1)[CH:22]=O.S([O-])([O-])(=O)=O.[Na+].[Na+].[BH4-].[Na+]. (6) Given the product [Br:36][C:37]1[CH:42]=[C:41]([C:43]([F:44])([F:45])[F:46])[CH:40]=[CH:39][C:38]=1[C:2]1[C:11]2[C:6](=[CH:7][C:8]([S:12]([N:15]([CH2:21][C:22]3[CH:27]=[CH:26][C:25]([O:28][CH3:29])=[CH:24][CH:23]=3)[C:16]3[S:20][N:19]=[CH:18][N:17]=3)(=[O:14])=[O:13])=[CH:9][CH:10]=2)[CH:5]=[CH:4][N:3]=1, predict the reactants needed to synthesize it. The reactants are: Cl[C:2]1[C:11]2[C:6](=[CH:7][C:8]([S:12]([N:15]([CH2:21][C:22]3[CH:27]=[CH:26][C:25]([O:28][CH3:29])=[CH:24][CH:23]=3)[C:16]3[S:20][N:19]=[CH:18][N:17]=3)(=[O:14])=[O:13])=[CH:9][CH:10]=2)[CH:5]=[CH:4][N:3]=1.C(=O)([O-])[O-].[K+].[K+].[Br:36][C:37]1[CH:42]=[C:41]([C:43]([F:46])([F:45])[F:44])[CH:40]=[CH:39][C:38]=1B(O)O.C(Cl)Cl.